From a dataset of Peptide-MHC class I binding affinity with 185,985 pairs from IEDB/IMGT. Regression. Given a peptide amino acid sequence and an MHC pseudo amino acid sequence, predict their binding affinity value. This is MHC class I binding data. (1) The peptide sequence is IPYHIVNIV. The MHC is HLA-B58:01 with pseudo-sequence HLA-B58:01. The binding affinity (normalized) is 0.0847. (2) The peptide sequence is YIGLVESVA. The MHC is HLA-A02:02 with pseudo-sequence HLA-A02:02. The binding affinity (normalized) is 0.455. (3) The peptide sequence is KLLWFLTGT. The MHC is HLA-A02:02 with pseudo-sequence HLA-A02:02. The binding affinity (normalized) is 0.306. (4) The peptide sequence is MTFPLHFRS. The MHC is HLA-B27:03 with pseudo-sequence HLA-B27:03. The binding affinity (normalized) is 0.0847. (5) The peptide sequence is ISEDMHTDK. The MHC is HLA-B57:01 with pseudo-sequence HLA-B57:01. The binding affinity (normalized) is 0.0847. (6) The peptide sequence is VPVHLCNLI. The MHC is HLA-A26:01 with pseudo-sequence HLA-A26:01. The binding affinity (normalized) is 0. (7) The peptide sequence is QTLQDPRVR. The MHC is Patr-A0101 with pseudo-sequence Patr-A0101. The binding affinity (normalized) is 0.